This data is from Reaction yield outcomes from USPTO patents with 853,638 reactions. The task is: Predict the reaction yield, written as a fraction of the theoretical maximum amount of product (1.0 means a 100% yield; for example, 0.34 means a 34% yield). The reactants are [C:1]([N:8]1[CH:12]=[CH:11]N=C1)([N:3]1C=CN=C1)=[O:2].[C:13]([O:17][C:18]([CH3:21])([CH3:20])[CH3:19])(=[O:16])[NH:14]N.NCC[C:25]1[CH:30]=[CH:29][C:28]([OH:31])=[CH:27][CH:26]=1.O. The catalyst is O1CCCC1. The product is [OH:31][C:28]1[CH:29]=[CH:30][C:25]([CH2:11][CH2:12][NH:8][C:1]([NH:3][NH:14][C:13]([O:17][C:18]([CH3:21])([CH3:20])[CH3:19])=[O:16])=[O:2])=[CH:26][CH:27]=1. The yield is 0.819.